Dataset: Reaction yield outcomes from USPTO patents with 853,638 reactions. Task: Predict the reaction yield, written as a fraction of the theoretical maximum amount of product (1.0 means a 100% yield; for example, 0.34 means a 34% yield). (1) The reactants are [CH3:1][O:2][C:3](=[O:20])[CH2:4][C:5]1[CH:10]=[CH:9][C:8]([N+:11]([O-:13])=[O:12])=[C:7]([O:14][CH2:15][C:16]([F:19])([F:18])[F:17])[CH:6]=1.Br[CH2:22][CH:23]1[CH2:26][CH2:25][CH2:24]1.[OH-].[K+].O. The catalyst is CS(C)=O. The product is [CH3:1][O:2][C:3](=[O:20])[CH:4]([C:5]1[CH:10]=[CH:9][C:8]([N+:11]([O-:13])=[O:12])=[C:7]([O:14][CH2:15][C:16]([F:17])([F:19])[F:18])[CH:6]=1)[CH2:22][CH:23]1[CH2:26][CH2:25][CH2:24]1. The yield is 0.400. (2) The yield is 0.380. The reactants are [N+:1]([C:4]1[CH:12]=[C:11]2[C:7]([C:8]([CH2:13][C:14]#[N:15])=[CH:9][NH:10]2)=[CH:6][CH:5]=1)([O-:3])=[O:2].[CH3:16][C:17]([O:20][C:21](O[C:21]([O:20][C:17]([CH3:19])([CH3:18])[CH3:16])=[O:22])=[O:22])([CH3:19])[CH3:18].CCN(CC)CC. The product is [C:17]([O:20][C:21](=[O:22])[NH:15][CH2:14][CH2:13][C:8]1[C:7]2[C:11](=[CH:12][C:4]([N+:1]([O-:3])=[O:2])=[CH:5][CH:6]=2)[NH:10][CH:9]=1)([CH3:19])([CH3:18])[CH3:16]. The catalyst is C1COCC1.